Dataset: Catalyst prediction with 721,799 reactions and 888 catalyst types from USPTO. Task: Predict which catalyst facilitates the given reaction. Reactant: [C:1]1([C:14]2[CH:19]=[CH:18][CH:17]=[CH:16][CH:15]=2)[CH:6]=[CH:5][C:4]([NH:7][C:8](=[O:13])[CH2:9][C:10]([OH:12])=O)=[CH:3][CH:2]=1.CCN(C(C)C)C(C)C.[CH:29]1[CH:30]=[CH:31]C2N(O)N=[N:35][C:33]=2[CH:34]=1.CCN=C=NCCCN(C)C.Cl.Cl.[N+:52]([C:55]1[CH:67]=[CH:66][CH:65]=[CH:64][C:56]=1[O:57]N1CCCCC1)([O-:54])=[O:53]. Product: [C:1]1([C:14]2[CH:19]=[CH:18][CH:17]=[CH:16][CH:15]=2)[CH:2]=[CH:3][C:4]([NH:7][C:8](=[O:13])[CH2:9][C:10]([N:35]2[CH2:31][CH2:30][CH:29]([O:57][C:56]3[CH:64]=[CH:65][CH:66]=[CH:67][C:55]=3[N+:52]([O-:54])=[O:53])[CH2:34][CH2:33]2)=[O:12])=[CH:5][CH:6]=1. The catalyst class is: 18.